The task is: Predict the reaction yield, written as a fraction of the theoretical maximum amount of product (1.0 means a 100% yield; for example, 0.34 means a 34% yield).. This data is from Reaction yield outcomes from USPTO patents with 853,638 reactions. (1) The reactants are [CH:1]1[C:10]2[C:5](=[CH:6][CH:7]=[CH:8][CH:9]=2)[CH:4]=[CH:3][C:2]=1[CH2:11][CH2:12][C:13]([OH:15])=O.[C:16]([OH:25])(=[O:24])[C:17]1[C:18](=[CH:20][CH:21]=[CH:22][CH:23]=1)[NH2:19].C1(C)C=CC(S([O-])(=O)=O)=CC=1.[NH+]1C=CC=CC=1. The catalyst is C1COCC1. The product is [CH:1]1[C:10]2[C:5](=[CH:6][CH:7]=[CH:8][CH:9]=2)[CH:4]=[CH:3][C:2]=1[CH2:11][CH2:12][C:13]([NH:19][C:18]1[CH:20]=[CH:21][CH:22]=[CH:23][C:17]=1[C:16]([OH:25])=[O:24])=[O:15]. The yield is 0.330. (2) The reactants are [Cl:1][C:2]1[CH:3]=[C:4]([CH:7]=[CH:8][CH:9]=1)[C:5]#N.[C:10]([Mg]Cl)([CH3:13])([CH3:12])[CH3:11].Cl.[OH2:17]. The catalyst is C1COCC1.Cl[Cu].C(Cl)Cl. The product is [Cl:1][C:2]1[CH:3]=[C:4]([C:5](=[O:17])[C:10]([CH3:13])([CH3:12])[CH3:11])[CH:7]=[CH:8][CH:9]=1. The yield is 0.870.